Dataset: Forward reaction prediction with 1.9M reactions from USPTO patents (1976-2016). Task: Predict the product of the given reaction. (1) Given the reactants [Cl:1][C:2]1[N:7]=[C:6](Cl)[CH:5]=[CH:4][N:3]=1.[CH2:9]([C:11]1[CH:17]=[CH:16][CH:15]=[CH:14][C:12]=1[NH2:13])[CH3:10].C(N(CC)C(C)C)(C)C, predict the reaction product. The product is: [CH3:15][CH2:14][CH2:12][CH:11]([CH3:17])[CH3:9].[Cl:1][C:2]1[N:7]=[C:6]([NH:13][C:12]2[CH:14]=[CH:15][CH:16]=[CH:17][C:11]=2[CH2:9][CH3:10])[CH:5]=[CH:4][N:3]=1. (2) Given the reactants [CH3:1][O:2][C:3]1[CH:12]=[C:11]([O:13][CH3:14])[C:10]([O:15][CH3:16])=[CH:9][C:4]=1[CH:5]=CC=O.[O-:17][Mn](=O)(=O)=O.[K+], predict the reaction product. The product is: [CH3:1][O:2][C:3]1[CH:12]=[C:11]([O:13][CH3:14])[C:10]([O:15][CH3:16])=[CH:9][C:4]=1[CH:5]=[O:17]. (3) Given the reactants [Cl:1][C:2]1[CH:3]=[C:4]([OH:23])[CH:5]=[CH:6][C:7]=1[CH:8]([CH3:22])[C:9]([C:15]1[CH:20]=[CH:19][N:18]=[C:17]([Cl:21])[CH:16]=1)([OH:14])[C:10]([F:13])([F:12])[F:11].[CH2:24]([O:26][C:27](=[O:36])[C:28]1[CH:33]=[CH:32][C:31]([CH2:34]Br)=[CH:30][CH:29]=1)[CH3:25].C(=O)([O-])[O-].[K+].[K+], predict the reaction product. The product is: [CH2:24]([O:26][C:27](=[O:36])[C:28]1[CH:33]=[CH:32][C:31]([CH2:34][O:23][C:4]2[CH:5]=[CH:6][C:7]([CH:8]([CH3:22])[C:9]([C:15]3[CH:20]=[CH:19][N:18]=[C:17]([Cl:21])[CH:16]=3)([OH:14])[C:10]([F:13])([F:12])[F:11])=[C:2]([Cl:1])[CH:3]=2)=[CH:30][CH:29]=1)[CH3:25]. (4) Given the reactants [C:1]([O:5][C:6]([NH:8][CH2:9][CH2:10][CH2:11][NH:12][C:13](=[O:41])/[CH:14]=[CH:15]/[C:16]1[C:21]([O:22][CH2:23][CH2:24][C:25]2[CH:30]=[CH:29][CH:28]=[CH:27][CH:26]=2)=[CH:20][CH:19]=[C:18]([CH2:31][S:32][C:33]2[C:38](Cl)=[CH:37][CH:36]=[CH:35][C:34]=2Cl)[N:17]=1)=[O:7])([CH3:4])([CH3:3])[CH3:2].C1(SCC2N=C(/C=C/C(O)=O)C(OCCC3C=CC=CC=3)=CC=2)C=CC=CC=1, predict the reaction product. The product is: [C:1]([O:5][C:6]([NH:8][CH2:9][CH2:10][CH2:11][NH:12][C:13](=[O:41])/[CH:14]=[CH:15]/[C:16]1[C:21]([O:22][CH2:23][CH2:24][C:25]2[CH:30]=[CH:29][CH:28]=[CH:27][CH:26]=2)=[CH:20][CH:19]=[C:18]([CH2:31][S:32][C:33]2[CH:34]=[CH:35][CH:36]=[CH:37][CH:38]=2)[N:17]=1)=[O:7])([CH3:4])([CH3:2])[CH3:3]. (5) The product is: [C:47]([O:46][C:44]([NH:43][CH2:42][C:36]1[C:37]([Cl:41])=[CH:38][CH:39]=[C:40]2[N:20]([C:19]3[C:14]4[C@H:13]([CH3:51])[CH2:12][C@@H:11]([O:10][C:8](=[O:9])[C:7]5[CH:52]=[CH:53][C:4]([N+:1]([O-:3])=[O:2])=[CH:5][CH:6]=5)[C:15]=4[N:16]=[CH:17][N:18]=3)[CH2:21][C:22]3([CH2:27][CH2:26][N:25]([C:76]([O:78][C:79]([CH3:80])([CH3:81])[CH3:82])=[O:77])[CH2:24][CH2:23]3)[C:35]=12)=[O:45])([CH3:48])([CH3:49])[CH3:50]. Given the reactants [N+:1]([C:4]1[CH:53]=[CH:52][C:7]([C:8]([O:10][C@H:11]2[C:15]3[N:16]=[CH:17][N:18]=[C:19]([N:20]4[C:40]5[C:35](=[C:36]([CH2:42][NH:43][C:44]([O:46][C:47]([CH3:50])([CH3:49])[CH3:48])=[O:45])[C:37]([Cl:41])=[CH:38][CH:39]=5)[C:22]5([CH2:27][CH2:26][N:25](CC6C=CC=CC=6)[CH2:24][CH2:23]5)[CH2:21]4)[C:14]=3[C@H:13]([CH3:51])[CH2:12]2)=[O:9])=[CH:6][CH:5]=1)([O-:3])=[O:2].C(Cl)(=O)OC(Cl)C.CCN(CC)CC.[CH3:80][C:79]([O:78][C:76](O[C:76]([O:78][C:79]([CH3:82])([CH3:81])[CH3:80])=[O:77])=[O:77])([CH3:82])[CH3:81], predict the reaction product. (6) Given the reactants CS([O:5][C:6]1[CH:11]=CC(C(C)(C)C)=CC=1)(=O)=[O:3].NC1C=CC=CC=1.C1C=CC(/C=C/C(/C=C/C2C=CC=CC=2)=[O:32])=CC=1.C1C=CC(/C=C/[C:49](/[CH:51]=C/C2C=CC=CC=2)=[O:50])=CC=1.C1C=CC(/C=C/C(/C=C/C2C=CC=CC=2)=O)=CC=1.[Pd:77].[Pd], predict the reaction product. The product is: [CH3:11][C:6]([O-:5])=[O:32].[CH3:51][C:49]([O-:3])=[O:50].[Pd+2:77]. (7) Given the reactants [CH2:1]([O:8][C:9]1[CH:10]=[C:11]([C:16]2[C:17](OS(C(F)(F)F)(=O)=O)=[N:18][CH:19]=[C:20]([CH:25]=2)[C:21]([O:23][CH3:24])=[O:22])[CH:12]=[CH:13][C:14]=1[Cl:15])[C:2]1[CH:7]=[CH:6][CH:5]=[CH:4][CH:3]=1.[CH3:34][C:35]1[CH:40]=[CH:39][CH:38]=[CH:37][C:36]=1B(O)O, predict the reaction product. The product is: [CH2:1]([O:8][C:9]1[CH:10]=[C:11]([C:16]2[C:17]([C:36]3[CH:37]=[CH:38][CH:39]=[CH:40][C:35]=3[CH3:34])=[N:18][CH:19]=[C:20]([CH:25]=2)[C:21]([O:23][CH3:24])=[O:22])[CH:12]=[CH:13][C:14]=1[Cl:15])[C:2]1[CH:7]=[CH:6][CH:5]=[CH:4][CH:3]=1. (8) The product is: [C:30]([NH:1][C:2]1[C:11]2[C:6](=[CH:7][CH:8]=[CH:9][C:10]=2[O:12][C:13]2[CH:18]=[CH:17][C:16]([O:19][CH3:20])=[CH:15][CH:14]=2)[N:5]=[CH:4][N:3]=1)(=[O:32])[CH3:31]. Given the reactants [NH2:1][C:2]1[C:11]2[C:6](=[CH:7][CH:8]=[CH:9][C:10]=2[O:12][C:13]2[CH:18]=[CH:17][C:16]([O:19][CH3:20])=[CH:15][CH:14]=2)[N:5]=[CH:4][N:3]=1.N1C=CC=CC=1.ClCCl.[C:30](OC(=O)C)(=[O:32])[CH3:31], predict the reaction product.